This data is from Catalyst prediction with 721,799 reactions and 888 catalyst types from USPTO. The task is: Predict which catalyst facilitates the given reaction. (1) Reactant: C(OC([N:8]1[CH2:13][CH2:12][C:11]2[NH:14][N:15]=[C:16]([C:17]3[CH:22]=[CH:21][C:20]([Br:23])=[CH:19][CH:18]=3)[C:10]=2[CH2:9]1)=O)(C)(C)C.[C:24]([OH:30])([C:26]([F:29])([F:28])[F:27])=[O:25]. Product: [F:27][C:26]([F:29])([F:28])[C:24]([O-:30])=[O:25].[Br:23][C:20]1[CH:19]=[CH:18][C:17]([C:16]2[C:10]3[CH2:9][NH:8][CH2:13][CH2:12][C:11]=3[NH2+:14][N:15]=2)=[CH:22][CH:21]=1. The catalyst class is: 2. (2) Reactant: [CH3:1][NH:2][C@H:3]1[CH2:7][CH2:6][N:5]([C:8]2[C:13]([C:14]([O:16][CH:17]([CH3:19])[CH3:18])=[O:15])=[CH:12][CH:11]=[CH:10][N:9]=2)[CH2:4]1.[CH3:20][C:21]1[CH:22]=[C:23]([CH:27]=O)[S:24][C:25]=1[CH3:26].[BH-](OC(C)=O)(OC(C)=O)OC(C)=O.[Na+]. Product: [CH3:20][C:21]1[CH:22]=[C:23]([CH2:27][N:2]([CH3:1])[C@H:3]2[CH2:7][CH2:6][N:5]([C:8]3[C:13]([C:14]([O:16][CH:17]([CH3:18])[CH3:19])=[O:15])=[CH:12][CH:11]=[CH:10][N:9]=3)[CH2:4]2)[S:24][C:25]=1[CH3:26]. The catalyst class is: 1. (3) Reactant: [CH3:1][N:2]([CH3:16])[C:3]1([C:14]#N)[CH2:13][CH2:12][C:6]2([CH2:10][NH:9][C:8](=[O:11])[CH2:7]2)[CH2:5][CH2:4]1.[C:17]1([Mg]Cl)[CH:22]=[CH:21]C=[CH:19][CH:18]=1.[Cl-].[NH4+]. Product: [CH3:16][N:2]([CH3:1])[C:3]1([C:14]2[CH:21]=[CH:22][CH:17]=[CH:18][CH:19]=2)[CH2:4][CH2:5][C:6]2([CH2:10][NH:9][C:8](=[O:11])[CH2:7]2)[CH2:12][CH2:13]1. The catalyst class is: 7. (4) Reactant: [C:1](Cl)(Cl)=[O:2].C1(C)C=CC=CC=1.CCN(C(C)C)C(C)C.[CH3:21][C:22]1([CH3:35])[C:30]2[CH:29]=[N:28][C:27]([S:31]([CH3:34])(=[O:33])=[O:32])=[N:26][C:25]=2[CH2:24][NH:23]1.C(Cl)(=O)N.[NH2:40][C@@H:41]([C:44]1[CH:49]=[CH:48][CH:47]=[CH:46][CH:45]=1)[CH2:42][OH:43]. Product: [OH:43][CH2:42][C@@H:41]([NH:40][C:1]([N:23]1[C:22]([CH3:35])([CH3:21])[C:30]2[CH:29]=[N:28][C:27]([S:31]([CH3:34])(=[O:33])=[O:32])=[N:26][C:25]=2[CH2:24]1)=[O:2])[C:44]1[CH:49]=[CH:48][CH:47]=[CH:46][CH:45]=1. The catalyst class is: 4.